Dataset: Full USPTO retrosynthesis dataset with 1.9M reactions from patents (1976-2016). Task: Predict the reactants needed to synthesize the given product. (1) Given the product [F:3][C:4]1[CH:5]=[CH:6][C:7]([CH:10]2[CH2:11][CH2:12][N:13]([CH2:16][CH2:17][CH2:18][NH2:1])[CH2:14][CH2:15]2)=[CH:8][CH:9]=1, predict the reactants needed to synthesize it. The reactants are: [NH2:1]N.[F:3][C:4]1[CH:9]=[CH:8][C:7]([CH:10]2[CH2:15][CH2:14][N:13]([CH2:16][CH2:17][CH2:18]C3C=CC=C4C(NC(=O)C=34)=O)[CH2:12][CH2:11]2)=[CH:6][CH:5]=1. (2) Given the product [Cl:1][C:2]1[CH:7]=[CH:6][C:5]([S:8]([C:11]2([C:29]3[CH:34]=[C:33]([F:35])[CH:32]=[CH:31][C:30]=3[F:36])[CH2:12][CH2:13][CH:14]([CH2:17][S:18]([N:21]3[CH2:24][CH:23]([OH:25])[CH2:22]3)(=[O:19])=[O:20])[CH2:15][CH2:16]2)(=[O:10])=[O:9])=[CH:4][CH:3]=1, predict the reactants needed to synthesize it. The reactants are: [Cl:1][C:2]1[CH:7]=[CH:6][C:5]([S:8]([C:11]2([C:29]3[CH:34]=[C:33]([F:35])[CH:32]=[CH:31][C:30]=3[F:36])[CH2:16][CH2:15][CH:14]([CH2:17][S:18]([N:21]3[CH2:24][CH:23]([O:25]C(=O)C)[CH2:22]3)(=[O:20])=[O:19])[CH2:13][CH2:12]2)(=[O:10])=[O:9])=[CH:4][CH:3]=1.[OH-].[Li+]. (3) Given the product [CH2:13]([O:12][C@@H:8]1[C@@H:7]([O:20][CH2:21][C:22]2[CH:27]=[CH:26][CH:25]=[CH:24][CH:23]=2)[C@@H:6]([CH3:28])[O:5][C:4](=[O:29])[C@H:3]([NH:2][C:39](=[O:40])[C:32]2[C:31]([OH:30])=[C:36]([O:37][CH3:38])[CH:35]=[CH:34][N:33]=2)[CH2:11][O:10][CH2:9]1)[C:14]1[CH:19]=[CH:18][CH:17]=[CH:16][CH:15]=1, predict the reactants needed to synthesize it. The reactants are: Cl.[NH2:2][C@@H:3]1[CH2:11][O:10][CH2:9][C@H:8]([O:12][CH2:13][C:14]2[CH:19]=[CH:18][CH:17]=[CH:16][CH:15]=2)[C@@H:7]([O:20][CH2:21][C:22]2[CH:27]=[CH:26][CH:25]=[CH:24][CH:23]=2)[C@@H:6]([CH3:28])[O:5][C:4]1=[O:29].[OH:30][C:31]1[C:32]([C:39](O)=[O:40])=[N:33][CH:34]=[CH:35][C:36]=1[O:37][CH3:38].CN1CCOCC1.CN(C(ON1N=NC2C=CC=NC1=2)=[N+](C)C)C.F[P-](F)(F)(F)(F)F. (4) Given the product [CH3:20][C:19]([O:17][C:14]1[CH:15]=[CH:16][C:9]2[C:7](=[O:8])[C:5]3[CH:6]=[CH:1][CH:2]=[CH:3][C:4]=3[C:11](=[O:12])[C:10]=2[C:13]=1[OH:18])=[O:21], predict the reactants needed to synthesize it. The reactants are: [CH:1]1[CH:6]=[C:5]2[C:7]([C:9]3[CH:16]=[CH:15][C:14]([OH:17])=[C:13]([OH:18])[C:10]=3[C:11](=[O:12])[C:4]2=[CH:3][CH:2]=1)=[O:8].[C:19](OC(=O)C)(=[O:21])[CH3:20].Cl. (5) The reactants are: [CH2:1]([O:4][C@H:5]1[C@H:13]([CH3:14])[O:12][C:11](=[O:15])[C@@H:10]([N:16]([C:24]([O:26][C:27]([CH3:30])([CH3:29])[CH3:28])=[O:25])[C:17](=[O:23])[O:18][C:19]([CH3:22])([CH3:21])[CH3:20])[CH2:9][O:8][CH2:7][C@@H:6]1[O:31][CH2:32][CH2:33][CH2:34][CH3:35])[CH:2]=C.C([O-])(O)=[O:37].[Na+].O=[O+][O-].CSC. Given the product [C:19]([O:18][C:17]([N:16]([C@H:10]1[CH2:9][O:8][CH2:7][C@H:6]([O:31][CH2:32][CH2:33][CH2:34][CH3:35])[C@@H:5]([O:4][CH2:1][CH:2]=[O:37])[C@H:13]([CH3:14])[O:12][C:11]1=[O:15])[C:24](=[O:25])[O:26][C:27]([CH3:28])([CH3:29])[CH3:30])=[O:23])([CH3:21])([CH3:22])[CH3:20], predict the reactants needed to synthesize it. (6) Given the product [Cl:20][C:10]1[C:9]([N:6]([CH2:7][CH3:8])[C:4](=[O:5])[CH2:3][CH2:2][NH:1][C:25]([C:23]2([CH3:28])[CH2:24][C:22]2([F:29])[F:21])=[O:26])=[CH:13][N:12]([C:14]2[CH:15]=[N:16][CH:17]=[CH:18][CH:19]=2)[N:11]=1, predict the reactants needed to synthesize it. The reactants are: [NH2:1][CH2:2][CH2:3][C:4]([N:6]([C:9]1[C:10]([Cl:20])=[N:11][N:12]([C:14]2[CH:15]=[N:16][CH:17]=[CH:18][CH:19]=2)[CH:13]=1)[CH2:7][CH3:8])=[O:5].[F:21][C:22]1([F:29])[CH2:24][C:23]1([CH3:28])[C:25](O)=[O:26].C1CCC(N=C=NC2CCCCC2)CC1.